Predict the reaction yield, written as a fraction of the theoretical maximum amount of product (1.0 means a 100% yield; for example, 0.34 means a 34% yield). From a dataset of Reaction yield outcomes from USPTO patents with 853,638 reactions. The reactants are C([O:3][CH2:4][CH2:5][O:6][NH:7][C:8]([C:10]1[C:25]([NH:26][C:27]2[CH:32]=[CH:31][C:30]([Br:33])=[CH:29][C:28]=2[Cl:34])=[C:24]([F:35])[C:13]2[N:14]=[CH:15][N:16]([CH2:17][CH:18]3[CH2:23][CH2:22][CH2:21][CH2:20][O:19]3)[C:12]=2[CH:11]=1)=[O:9])=C.Cl.[OH-].[Na+]. The yield is 0.910. The product is [OH:3][CH2:4][CH2:5][O:6][NH:7][C:8]([C:10]1[C:25]([NH:26][C:27]2[CH:32]=[CH:31][C:30]([Br:33])=[CH:29][C:28]=2[Cl:34])=[C:24]([F:35])[C:13]2[N:14]=[CH:15][N:16]([CH2:17][CH:18]3[CH2:23][CH2:22][CH2:21][CH2:20][O:19]3)[C:12]=2[CH:11]=1)=[O:9]. The catalyst is C(O)C.O.